This data is from Forward reaction prediction with 1.9M reactions from USPTO patents (1976-2016). The task is: Predict the product of the given reaction. (1) The product is: [S:11]([N:4]1[C:5]2=[N:6][CH:7]=[CH:8][CH:9]=[C:10]2[C:2]([C:26]2[CH:27]=[CH:28][C:23]([CH:21]=[O:22])=[CH:24][CH:25]=2)=[CH:3]1)([C:14]1[CH:20]=[CH:19][C:17]([CH3:18])=[CH:16][CH:15]=1)(=[O:13])=[O:12]. Given the reactants Br[C:2]1[C:10]2[C:5](=[N:6][CH:7]=[CH:8][CH:9]=2)[N:4]([S:11]([C:14]2[CH:20]=[CH:19][C:17]([CH3:18])=[CH:16][CH:15]=2)(=[O:13])=[O:12])[CH:3]=1.[CH:21]([C:23]1[CH:28]=[CH:27][C:26](B(O)O)=[CH:25][CH:24]=1)=[O:22].C([O-])([O-])=O.[K+].[K+].O1CCOCC1, predict the reaction product. (2) Given the reactants CO.C1COCC1.[OH:8][CH:9]([C:15]1[CH:20]=[CH:19][C:18]([O:21][CH2:22][C:23]2[CH:28]=[CH:27][C:26]([O:29][CH2:30]/[C:31](=[N:38]\[O:39][CH3:40])/[C:32]3[CH:37]=[CH:36][CH:35]=[CH:34][CH:33]=3)=[CH:25][CH:24]=2)=[CH:17][CH:16]=1)[CH2:10][C:11]([O:13]C)=[O:12].[OH-].[Na+], predict the reaction product. The product is: [OH:8][CH:9]([C:15]1[CH:16]=[CH:17][C:18]([O:21][CH2:22][C:23]2[CH:28]=[CH:27][C:26]([O:29][CH2:30]/[C:31](=[N:38]\[O:39][CH3:40])/[C:32]3[CH:33]=[CH:34][CH:35]=[CH:36][CH:37]=3)=[CH:25][CH:24]=2)=[CH:19][CH:20]=1)[CH2:10][C:11]([OH:13])=[O:12]. (3) Given the reactants [I:1][C:2]1[CH:7]=[CH:6][C:5]([S:8](Cl)(=[O:10])=[O:9])=[CH:4][CH:3]=1.[CH3:12][O:13][CH2:14][CH2:15][NH2:16].C(N(CC)CC)C, predict the reaction product. The product is: [CH3:12][O:13][CH2:14][CH2:15][NH:16][S:8]([C:5]1[CH:6]=[CH:7][C:2]([I:1])=[CH:3][CH:4]=1)(=[O:10])=[O:9]. (4) Given the reactants [C:1]([C:4]1[C:5](=[O:22])[NH:6][C:7]2[C:12]([C:13]=1[C:14]1[CH:19]=[CH:18][CH:17]=[CH:16][C:15]=1[F:20])=[CH:11][C:10]([Br:21])=[CH:9][CH:8]=2)(=[O:3])[CH3:2].[N+:23]([C:26]1[CH:27]=[C:28]([CH:31]=[CH:32][CH:33]=1)[CH:29]=O)([O-:25])=[O:24].Cl, predict the reaction product. The product is: [Br:21][C:10]1[CH:11]=[C:12]2[C:7](=[CH:8][CH:9]=1)[NH:6][C:5](=[O:22])[C:4]([C:1](=[O:3])[CH:2]=[CH:29][C:28]1[CH:31]=[CH:32][CH:33]=[C:26]([N+:23]([O-:25])=[O:24])[CH:27]=1)=[C:13]2[C:14]1[CH:19]=[CH:18][CH:17]=[CH:16][C:15]=1[F:20]. (5) Given the reactants [F:1][C:2]1[CH:9]=[C:8]([CH:10]([OH:17])[C:11]2[N:12]([CH3:16])[CH:13]=[N:14][CH:15]=2)[CH:7]=[CH:6][C:3]=1[C:4]#[N:5].CC#N, predict the reaction product. The product is: [F:1][C:2]1[CH:9]=[C:8]([C:10]([C:11]2[N:12]([CH3:16])[CH:13]=[N:14][CH:15]=2)=[O:17])[CH:7]=[CH:6][C:3]=1[C:4]#[N:5].